This data is from Peptide-MHC class I binding affinity with 185,985 pairs from IEDB/IMGT. The task is: Regression. Given a peptide amino acid sequence and an MHC pseudo amino acid sequence, predict their binding affinity value. This is MHC class I binding data. The MHC is HLA-B15:09 with pseudo-sequence HLA-B15:09. The peptide sequence is RSLFNTVAVLY. The binding affinity (normalized) is 0.0847.